From a dataset of Catalyst prediction with 721,799 reactions and 888 catalyst types from USPTO. Predict which catalyst facilitates the given reaction. (1) Reactant: [Se](=O)=[O:2].[Br:4][C:5]1[CH:14]=[C:13]2[C:8]([CH:9]=[CH:10][C:11]([CH3:15])=[N:12]2)=[CH:7][CH:6]=1. Product: [Br:4][C:5]1[CH:14]=[C:13]2[C:8]([CH:9]=[CH:10][C:11]([CH:15]=[O:2])=[N:12]2)=[CH:7][CH:6]=1. The catalyst class is: 12. (2) Reactant: C([N:5]1[C:9]2=[N:10][CH:11]=[N:12][C:13]([NH2:14])=[C:8]2[C:7]([O:15][C:16]2[CH:21]=[CH:20][CH:19]=[C:18]([Cl:22])[CH:17]=2)=[N:6]1)(C)(C)C.ClC1C=C(O)C=CC=1.BrC1C2C(=NC=NC=2N)N(C(C)(C)C)N=1.S(=O)(=O)(O)O. Product: [Cl:22][C:18]1[CH:17]=[C:16]([CH:21]=[CH:20][CH:19]=1)[O:15][C:7]1[C:8]2[C:9](=[N:10][CH:11]=[N:12][C:13]=2[NH2:14])[NH:5][N:6]=1. The catalyst class is: 5.